Dataset: Full USPTO retrosynthesis dataset with 1.9M reactions from patents (1976-2016). Task: Predict the reactants needed to synthesize the given product. (1) Given the product [F:1][C:2]1[CH:3]=[CH:4][C:5]2[N:6]([C:8]([C:27]3[CH:26]=[N:25][CH:30]=[CH:29][CH:28]=3)=[C:9]([C@@H:11]([NH:13][C:14](=[O:23])[O:15][CH2:16][C:17]3[CH:22]=[CH:21][CH:20]=[CH:19][CH:18]=3)[CH3:12])[N:10]=2)[CH:7]=1, predict the reactants needed to synthesize it. The reactants are: [F:1][C:2]1[CH:3]=[CH:4][C:5]2[N:6]([C:8](I)=[C:9]([C@@H:11]([NH:13][C:14](=[O:23])[O:15][CH2:16][C:17]3[CH:22]=[CH:21][CH:20]=[CH:19][CH:18]=3)[CH3:12])[N:10]=2)[CH:7]=1.[N:25]1[CH:30]=[CH:29][CH:28]=[C:27](B(O)O)[CH:26]=1.[F-].[Cs+].O. (2) Given the product [N+:1]([C:4]1[CH:14]=[CH:13][C:7]2[CH2:8][CH2:9][N:10]([C:23]([O:25][CH2:26][C:27]3[CH:32]=[CH:31][CH:30]=[CH:29][CH:28]=3)=[O:24])[CH2:11][CH2:12][C:6]=2[CH:5]=1)([O-:3])=[O:2], predict the reactants needed to synthesize it. The reactants are: [N+:1]([C:4]1[CH:14]=[CH:13][C:7]2[CH2:8][CH2:9][NH:10][CH2:11][CH2:12][C:6]=2[CH:5]=1)([O-:3])=[O:2].C(N(CC)CC)C.Cl[C:23]([O:25][CH2:26][C:27]1[CH:32]=[CH:31][CH:30]=[CH:29][CH:28]=1)=[O:24].O. (3) Given the product [NH2:32][CH:16]([C:10]1[C:9]([C:19]2[CH:24]=[CH:23][CH:22]=[C:21]([F:25])[CH:20]=2)=[C:8]([NH:4][C:1](=[O:3])[CH3:2])[C:13]([CH3:14])=[C:12]([Cl:15])[CH:11]=1)[CH3:17], predict the reactants needed to synthesize it. The reactants are: [C:1]([N:4]([C:8]1[C:13]([CH3:14])=[C:12]([Cl:15])[CH:11]=[C:10]([C:16](=O)[CH3:17])[C:9]=1[C:19]1[CH:24]=[CH:23][CH:22]=[C:21]([F:25])[CH:20]=1)C(=O)C)(=[O:3])[CH3:2].C([O-])(=O)C.[NH4+].C([BH3-])#[N:32].[Na+].